This data is from Catalyst prediction with 721,799 reactions and 888 catalyst types from USPTO. The task is: Predict which catalyst facilitates the given reaction. Reactant: [N:1]1([C@H:10]2[CH2:14][CH2:13][N:12]([C:15]3[CH:20]=[CH:19][C:18]([S:21]([NH:24][C:25]4[S:26][CH:27]=[CH:28][N:29]=4)(=[O:23])=[O:22])=[CH:17][CH:16]=3)[C:11]2=[O:30])[C:9]2[C:4](=[CH:5][CH:6]=[CH:7][CH:8]=2)[CH2:3][CH2:2]1. Product: [N:1]1([C@H:10]2[CH2:14][CH2:13][N:12]([C:15]3[CH:20]=[CH:19][C:18]([S:21]([NH:24][C:25]4[S:26][CH:27]=[CH:28][N:29]=4)(=[O:23])=[O:22])=[CH:17][CH:16]=3)[C:11]2=[O:30])[C:9]2[C:4](=[CH:5][CH:6]=[CH:7][CH:8]=2)[CH:3]=[CH:2]1. The catalyst class is: 177.